This data is from Reaction yield outcomes from USPTO patents with 853,638 reactions. The task is: Predict the reaction yield, written as a fraction of the theoretical maximum amount of product (1.0 means a 100% yield; for example, 0.34 means a 34% yield). (1) The reactants are C([O:3][C:4]([C:6]1[S:14][C:13]2[CH2:12][CH2:11][N:10]([C:15](OCC)=O)[CH2:9][C:8]=2[CH:7]=1)=O)C.[H-].[H-].[H-].[H-].[Li+].[Al+3]. The catalyst is C1COCC1. The product is [CH3:15][N:10]1[CH2:11][CH2:12][C:13]2[S:14][C:6]([CH2:4][OH:3])=[CH:7][C:8]=2[CH2:9]1. The yield is 0.980. (2) The reactants are [OH:1][N:2]1[C:6](=[O:7])[C@@H:5]([O:8][C:9](=[O:16])[C:10]2[CH:15]=[CH:14][CH:13]=[CH:12][CH:11]=2)[C@H:4]([O:17][C:18](=[O:25])[C:19]2[CH:24]=[CH:23][CH:22]=[CH:21][CH:20]=2)[C:3]1=[O:26].C(=O)(SC)O[O:29][CH:30]([O:34][C:35](=[O:39])[CH:36]([CH3:38])[CH3:37])[CH:31]([CH3:33])[CH3:32].[C:43](OO)(=[O:45])C. The catalyst is ClCCl.C(O)(=O)C. The product is [CH3:38][CH:36]([CH3:37])[C:35]([O:34][C@H:30]([O:29][C:43]([O:1][N:2]1[C:6](=[O:7])[C@@H:5]([O:8][C:9](=[O:16])[C:10]2[CH:11]=[CH:12][CH:13]=[CH:14][CH:15]=2)[C@H:4]([O:17][C:18](=[O:25])[C:19]2[CH:24]=[CH:23][CH:22]=[CH:21][CH:20]=2)[C:3]1=[O:26])=[O:45])[CH:31]([CH3:32])[CH3:33])=[O:39]. The yield is 0.250. (3) The reactants are [C:1]([NH:5][S:6]([C:9]1[CH:10]=[N:11][N:12]2[C:17]([NH:18][C:19]3[CH:24]=[C:23]([F:25])[CH:22]=[CH:21][C:20]=3[Cl:26])=[C:16]([C:27](OCC)=[O:28])[CH:15]=[N:14][C:13]=12)(=[O:8])=[O:7])([CH3:4])([CH3:3])[CH3:2].[F:32][C:33]1[CH:38]=[CH:37][C:36]([CH:39]2[CH2:44][CH2:43][NH:42][CH2:41][CH2:40]2)=[CH:35][CH:34]=1. No catalyst specified. The product is [C:1]([NH:5][S:6]([C:9]1[CH:10]=[N:11][N:12]2[C:17]([NH:18][C:19]3[CH:24]=[C:23]([F:25])[CH:22]=[CH:21][C:20]=3[Cl:26])=[C:16]([C:27]([N:42]3[CH2:43][CH2:44][CH:39]([C:36]4[CH:35]=[CH:34][C:33]([F:32])=[CH:38][CH:37]=4)[CH2:40][CH2:41]3)=[O:28])[CH:15]=[N:14][C:13]=12)(=[O:8])=[O:7])([CH3:3])([CH3:2])[CH3:4]. The yield is 0.770. (4) The reactants are [CH:1]([O:4][C:5]([N:7]1[CH2:12][CH2:11][CH:10]([O:13][C:14]2[C:19]([O:20][CH3:21])=[C:18](Cl)[N:17]=[CH:16][N:15]=2)[CH2:9][CH2:8]1)=[O:6])([CH3:3])[CH3:2].[CH3:23][C:24]1[C:29]([NH2:30])=[CH:28][CH:27]=[C:26]([S:31][CH2:32][CH2:33][CH3:34])[N:25]=1.C(N1CCN2CCN(CC(C)C)P1N(CC(C)C)CC2)C(C)C.CC([O-])(C)C.[Na+]. The catalyst is O1CCOCC1.C([O-])(=O)C.[Pd+2].C([O-])(=O)C. The product is [CH:1]([O:4][C:5]([N:7]1[CH2:12][CH2:11][CH:10]([O:13][C:14]2[C:19]([O:20][CH3:21])=[C:18]([NH:30][C:29]3[C:24]([CH3:23])=[N:25][C:26]([S:31][CH2:32][CH2:33][CH3:34])=[CH:27][CH:28]=3)[N:17]=[CH:16][N:15]=2)[CH2:9][CH2:8]1)=[O:6])([CH3:3])[CH3:2]. The yield is 0.360. (5) The reactants are C[O:2][C:3]([C@H:5]1[CH2:9][C@@H:8]([NH:10][C:11]([O:13][C:14]([CH3:17])([CH3:16])[CH3:15])=[O:12])[C@@H:7]([OH:18])[CH2:6]1)=[O:4].N1C=CN=C1.[CH3:24][C:25]([Si:28](Cl)([CH3:30])[CH3:29])([CH3:27])[CH3:26].Cl. The catalyst is C(Cl)Cl.CN(C1C=CN=CC=1)C.C(O)(C)C.[OH-].[Na+].C(Cl)(Cl)Cl. The product is [C:11]([NH:10][C@@H:8]1[CH2:9][C@H:5]([C:3]([OH:2])=[O:4])[CH2:6][C@@H:7]1[O:18][Si:28]([C:25]([CH3:27])([CH3:26])[CH3:24])([CH3:30])[CH3:29])([O:13][C:14]([CH3:17])([CH3:16])[CH3:15])=[O:12]. The yield is 0.871. (6) The reactants are [Na].[Br:2][C:3]1[CH:8]=[CH:7][C:6]([C:9]2[N:10]=[C:11]([C:15]([OH:17])=O)[N:12]([CH3:14])[CH:13]=2)=[CH:5][CH:4]=1.CN1CCOCC1.ClC(OCC(C)C)=O.Cl.[CH3:34][NH:35][O:36][CH3:37]. The catalyst is C(Cl)Cl. The product is [Br:2][C:3]1[CH:4]=[CH:5][C:6]([C:9]2[N:10]=[C:11]([C:15]([N:35]([CH3:34])[O:36][CH3:37])=[O:17])[N:12]([CH3:14])[CH:13]=2)=[CH:7][CH:8]=1. The yield is 0.320. (7) No catalyst specified. The product is [CH3:20][C:19]1[N:18]([C:12]2[CH:17]=[CH:16][CH:15]=[CH:14][CH:13]=2)[C:2]2[CH:7]=[CH:6][CH:5]=[C:4]([CH3:8])[C:3]=2[N:9]=1. The reactants are Cl[C:2]1[C:3]([N+:9]([O-])=O)=[C:4]([CH3:8])[CH:5]=[CH:6][CH:7]=1.[C:12]1([NH:18][C:19](=O)[CH3:20])[CH:17]=[CH:16][CH:15]=[CH:14][CH:13]=1. The yield is 0.330. (8) The reactants are [F:1][C:2]1[CH:7]=[C:6](B(O)O)[CH:5]=[CH:4][N:3]=1.Br[C:12]1[CH:38]=[CH:37][C:15]2[N:16]([C:19]3[S:23][C:22]([C:24]([NH2:26])=[O:25])=[C:21]([O:27][C@@H:28]([C:30]4[CH:35]=[CH:34][CH:33]=[CH:32][C:31]=4[Cl:36])[CH3:29])[CH:20]=3)[CH:17]=[N:18][C:14]=2[CH:13]=1.C(=O)([O-])[O-].[Na+].[Na+]. The catalyst is CN(C)C(=O)C.Cl[Pd]Cl.C1(P(C2C=CC=CC=2)[C-]2C=CC=C2)C=CC=CC=1.[C-]1(P(C2C=CC=CC=2)C2C=CC=CC=2)C=CC=C1.[Fe+2]. The product is [Cl:36][C:31]1[CH:32]=[CH:33][CH:34]=[CH:35][C:30]=1[C@H:28]([O:27][C:21]1[CH:20]=[C:19]([N:16]2[C:15]3[CH:37]=[CH:38][C:12]([C:6]4[CH:5]=[CH:4][N:3]=[C:2]([F:1])[CH:7]=4)=[CH:13][C:14]=3[N:18]=[CH:17]2)[S:23][C:22]=1[C:24]([NH2:26])=[O:25])[CH3:29]. The yield is 0.710. (9) The yield is 0.950. The catalyst is C1COCC1.CCOC(C)=O. The reactants are [H-].[Na+].[F:3][C:4]([F:14])([F:13])[CH:5]([C:7]1[CH:12]=[CH:11][CH:10]=[CH:9][CH:8]=1)[OH:6].[Cl:15][C:16]1[CH:21]=[C:20](Cl)[N:19]=[CH:18][N:17]=1. The product is [Cl:15][C:16]1[CH:21]=[C:20]([O:6][CH:5]([C:7]2[CH:12]=[CH:11][CH:10]=[CH:9][CH:8]=2)[C:4]([F:13])([F:14])[F:3])[N:19]=[CH:18][N:17]=1. (10) The reactants are [N+:1]([C:4]1[CH:5]=[C:6]([CH:23]=[CH:24][CH:25]=1)[O:7][C:8]1[CH:22]=[CH:21][C:11]2[N:12]=[C:13]([NH:15][C:16]([CH:18]3[CH2:20][CH2:19]3)=[O:17])[S:14][C:10]=2[CH:9]=1)([O-])=O.[Cl-].[Ca+2].[Cl-].C(O)C.[CH3:32][N:33]1[C:37]([C:38](Cl)=[O:39])=[CH:36][C:35]([CH3:41])=[N:34]1. The catalyst is CO.O.[C].[Pd].C(N(CC)CC)C. The product is [CH:18]1([C:16]([NH:15][C:13]2[S:14][C:10]3[CH:9]=[C:8]([O:7][C:6]4[CH:5]=[C:4]([NH:1][C:38]([C:37]5[N:33]([CH3:32])[N:34]=[C:35]([CH3:41])[CH:36]=5)=[O:39])[CH:25]=[CH:24][CH:23]=4)[CH:22]=[CH:21][C:11]=3[N:12]=2)=[O:17])[CH2:20][CH2:19]1. The yield is 0.0510.